Predict the product of the given reaction. From a dataset of Forward reaction prediction with 1.9M reactions from USPTO patents (1976-2016). (1) Given the reactants Cl[C:2]1[N:3]=[C:4]2[C:9](=[CH:10][CH:11]=1)[N:8]=[CH:7][C:6]1[CH:12]=[CH:13][C:14](=[O:26])[N:15]([C:16]3[CH:21]=[CH:20][CH:19]=[C:18]([C:22]([F:25])([F:24])[F:23])[CH:17]=3)[C:5]2=1.[CH3:27][N:28]1[C:32](B2OC(C)(C)C(C)(C)O2)=[CH:31][CH:30]=[N:29]1.CC1(C)C(C)(C)OB(C2C=CC(N)=NC=2)O1, predict the reaction product. The product is: [CH3:27][N:28]1[C:32]([C:2]2[N:3]=[C:4]3[C:9](=[CH:10][CH:11]=2)[N:8]=[CH:7][C:6]2[CH:12]=[CH:13][C:14](=[O:26])[N:15]([C:16]4[CH:21]=[CH:20][CH:19]=[C:18]([C:22]([F:24])([F:23])[F:25])[CH:17]=4)[C:5]3=2)=[CH:31][CH:30]=[N:29]1. (2) Given the reactants CC([N:5]([CH:9]1[CH2:14][CH2:13][N:12]([CH2:15][CH:16]2[C:26]3=[C:27]4[C:22](=[CH:23][CH:24]=[CH:25]3)[CH:21]=[CH:20][C:19](=[O:28])[N:18]4[CH2:17]2)[CH2:11][CH2:10]1)C(=O)[O-])(C)C.[ClH:29], predict the reaction product. The product is: [ClH:29].[ClH:29].[NH2:5][CH:9]1[CH2:14][CH2:13][N:12]([CH2:15][CH:16]2[C:26]3=[C:27]4[C:22](=[CH:23][CH:24]=[CH:25]3)[CH:21]=[CH:20][C:19](=[O:28])[N:18]4[CH2:17]2)[CH2:11][CH2:10]1. (3) Given the reactants C(NC(=O)NC1C=CC(C2N=C(N3CCOC[C@@H]3C)C3CCN(C(OC(C)(C)C)=O)CC=3N=2)=CC=1)C.Cl[C:38]1[N:39]=[C:40]([N:52]2[CH2:57][CH2:56][O:55][CH2:54][C@@H:53]2[CH3:58])[C:41]2[CH2:46][N:45]([C:47]([O:49][CH2:50][CH3:51])=[O:48])[CH2:44][C:42]=2[N:43]=1.CC1(C)C(C)(C)OB([C:67]2[CH:72]=[CH:71][C:70]([NH:73][C:74](=[O:80])[NH:75][CH2:76][C:77]([NH2:79])=[O:78])=[CH:69][CH:68]=2)O1, predict the reaction product. The product is: [NH2:79][C:77](=[O:78])[CH2:76][NH:75][C:74](=[O:80])[NH:73][C:70]1[CH:69]=[CH:68][C:67]([C:38]2[N:39]=[C:40]([N:52]3[CH2:57][CH2:56][O:55][CH2:54][C@@H:53]3[CH3:58])[C:41]3[CH2:46][N:45]([C:47]([O:49][CH2:50][CH3:51])=[O:48])[CH2:44][C:42]=3[N:43]=2)=[CH:72][CH:71]=1. (4) Given the reactants FC(F)(F)C(O)=O.[Cl:8][C:9]1[CH:14]=[C:13]2[NH:15][C:16](=[O:38])[C:17]3([CH:21]([C:22]4[CH:27]=[CH:26][CH:25]=[C:24]([Cl:28])[C:23]=4[F:29])[CH:20]([C:30]([OH:32])=O)[NH:19][CH:18]3[CH2:33][C:34]([CH3:37])([CH3:36])[CH3:35])[C:12]2=[CH:11][CH:10]=1.C(N(C(C)C)CC)(C)C.C1(P(Cl)(C2C=CC=CC=2)=O)C=CC=CC=1.[NH2:63][C:64]1[CH:69]=[CH:68][C:67]([CH3:70])=[CH:66][CH:65]=1, predict the reaction product. The product is: [C:67]1([CH3:70])[CH:68]=[CH:69][C:64]([NH:63][C:30]([CH:20]2[NH:19][CH:18]([CH2:33][C:34]([CH3:37])([CH3:35])[CH3:36])[C:17]3([C:12]4[C:13](=[CH:14][C:9]([Cl:8])=[CH:10][CH:11]=4)[NH:15][C:16]3=[O:38])[CH:21]2[C:22]2[CH:27]=[CH:26][CH:25]=[C:24]([Cl:28])[C:23]=2[F:29])=[O:32])=[CH:65][CH:66]=1. (5) Given the reactants Br[CH2:2][CH2:3][CH2:4][CH2:5][CH2:6][CH2:7][O:8][Si:9]([C:12]([CH3:15])([CH3:14])[CH3:13])([CH3:11])[CH3:10].[N:16]1([C:22]([O:24][CH2:25][C:26]2[CH:31]=[CH:30][CH:29]=[CH:28][CH:27]=2)=[O:23])[CH2:21][CH2:20][NH:19][CH2:18][CH2:17]1, predict the reaction product. The product is: [Si:9]([O:8][CH2:7][CH2:6][CH2:5][CH2:4][CH2:3][CH2:2][N:19]1[CH2:18][CH2:17][N:16]([C:22]([O:24][CH2:25][C:26]2[CH:31]=[CH:30][CH:29]=[CH:28][CH:27]=2)=[O:23])[CH2:21][CH2:20]1)([C:12]([CH3:15])([CH3:14])[CH3:13])([CH3:11])[CH3:10]. (6) Given the reactants [Br-].[C:2]([CH2:5][CH2:6][CH2:7][CH2:8][CH2:9][CH2:10][CH2:11][CH2:12][CH2:13][P+](C1C=CC=CC=1)(C1C=CC=CC=1)C1C=CC=CC=1)([OH:4])=[O:3].[Br:33][C:34]1[CH:41]=[CH:40][C:37]([CH:38]=O)=[CH:36][CH:35]=1, predict the reaction product. The product is: [Br:33][C:34]1[CH:41]=[CH:40][C:37]([CH2:38][CH2:13][CH2:12][CH2:11][CH2:10][CH2:9][CH2:8][CH2:7][CH2:6][CH2:5][C:2]([OH:4])=[O:3])=[CH:36][CH:35]=1. (7) Given the reactants Br[C:2]1[CH:3]=[C:4]([C:8]2([C:19]3[CH:24]=[CH:23][N:22]=[C:21]([CH:25]4[CH2:27][CH2:26]4)[CH:20]=3)[C:16]3[C:11](=[C:12]([F:17])[CH:13]=[CH:14][CH:15]=3)[C:10]([NH2:18])=[N:9]2)[CH:5]=[CH:6][CH:7]=1.[N:28]1[CH:33]=[C:32](B(O)O)[CH:31]=[N:30][CH:29]=1.C(=O)([O-])[O-].[Cs+].[Cs+], predict the reaction product. The product is: [CH:25]1([C:21]2[CH:20]=[C:19]([C:8]3([C:4]4[CH:5]=[CH:6][CH:7]=[C:2]([C:32]5[CH:33]=[N:28][CH:29]=[N:30][CH:31]=5)[CH:3]=4)[C:16]4[C:11](=[C:12]([F:17])[CH:13]=[CH:14][CH:15]=4)[C:10]([NH2:18])=[N:9]3)[CH:24]=[CH:23][N:22]=2)[CH2:27][CH2:26]1. (8) Given the reactants [NH2:1][C:2]1[CH:3]=[C:4]([CH2:8][C:9]([O:11][CH3:12])=[O:10])[CH:5]=[CH:6][CH:7]=1.[Br:13][CH2:14][CH2:15]Br, predict the reaction product. The product is: [Br:13][CH2:14][CH2:15][NH:1][C:2]1[CH:3]=[C:4]([CH2:8][C:9]([O:11][CH3:12])=[O:10])[CH:5]=[CH:6][CH:7]=1.